This data is from Reaction yield outcomes from USPTO patents with 853,638 reactions. The task is: Predict the reaction yield, written as a fraction of the theoretical maximum amount of product (1.0 means a 100% yield; for example, 0.34 means a 34% yield). (1) The reactants are [Cl:1][C:2]1[CH:7]=[CH:6][N:5]=[CH:4][CH:3]=1.[Li+].CC([N-]C(C)C)C.C1COCC1.CCCCCCC.C(C1C=CC=CC=1)C.[O:36]1[CH2:39][C:38](=[O:40])[CH2:37]1. The catalyst is C1COCC1.C1(C)C=CC=CC=1. The product is [Cl:1][C:2]1[CH:7]=[CH:6][N:5]=[CH:4][C:3]=1[C:38]1([OH:40])[CH2:39][O:36][CH2:37]1. The yield is 0.460. (2) The reactants are [I:1][C:2]1[CH:7]=[CH:6][C:5]([C:8]([C:10]2[CH:15]=[CH:14][C:13]([O:16]C)=[CH:12][CH:11]=2)=[O:9])=[CH:4][CH:3]=1.B(Br)(Br)Br. The catalyst is C(Cl)Cl. The product is [I:1][C:2]1[CH:7]=[CH:6][C:5]([C:8]([C:10]2[CH:15]=[CH:14][C:13]([OH:16])=[CH:12][CH:11]=2)=[O:9])=[CH:4][CH:3]=1. The yield is 0.850. (3) The reactants are [NH2:1][C:2]1[CH:3]=[CH:4][C:5](Br)=[C:6]2[C:10]=1[C:9](=[O:11])[NH:8][CH2:7]2.CB1OB(C)OB(C)O1.C(=O)([O-])[O-].[K+].[K+].NC1C=CC(C)=C2C=1C(=O)NC2. The catalyst is C(COC)OC.O. The product is [NH2:1][C:2]1[CH:3]=[CH:4][CH:5]=[C:6]2[C:10]=1[C:9](=[O:11])[NH:8][CH2:7]2. The yield is 0.890.